This data is from Full USPTO retrosynthesis dataset with 1.9M reactions from patents (1976-2016). The task is: Predict the reactants needed to synthesize the given product. Given the product [C:24]1([S:23]/[CH:22]=[C:12]2/[C:13](=[N:14]/[C:15]3[CH:20]=[CH:19][CH:18]=[CH:17][CH:16]=3)/[S:21][CH2:10][CH2:11]/2)[CH:29]=[CH:28][CH:27]=[CH:26][CH:25]=1.[C:15]1([N:14]2[CH2:10][CH2:11][C:12](=[C:22]([S:23][C:24]3[CH:29]=[CH:28][CH:27]=[CH:26][CH:25]=3)[CH3:1])[C:13]2=[S:21])[CH:20]=[CH:19][CH:18]=[CH:17][CH:16]=1, predict the reactants needed to synthesize it. The reactants are: [CH3:1]S(Cl)(=O)=O.C(Cl)Cl.O[CH2:10][CH2:11]/[C:12](=[CH:22]\[S:23][C:24]1[CH:29]=[CH:28][CH:27]=[CH:26][CH:25]=1)/[C:13](=[S:21])[NH:14][C:15]1[CH:20]=[CH:19][CH:18]=[CH:17][CH:16]=1.C(N(CC)CC)C.